From a dataset of Full USPTO retrosynthesis dataset with 1.9M reactions from patents (1976-2016). Predict the reactants needed to synthesize the given product. (1) The reactants are: Br.Br[CH2:3][C:4]([C:6]1[CH:11]=[CH:10][N:9]=[CH:8][CH:7]=1)=O.[CH2:12]([C:14]1[CH:15]=[C:16]([NH:20][C:21]([NH2:23])=[S:22])[CH:17]=[CH:18][CH:19]=1)[CH3:13].N. Given the product [CH2:12]([C:14]1[CH:15]=[C:16]([NH:20][C:21]2[S:22][CH:3]=[C:4]([C:6]3[CH:11]=[CH:10][N:9]=[CH:8][CH:7]=3)[N:23]=2)[CH:17]=[CH:18][CH:19]=1)[CH3:13], predict the reactants needed to synthesize it. (2) Given the product [C@@H:1]1([N:9]2[CH:13]=[C:12]([C:18]#[C:19][CH3:20])[CH:11]=[C:10]2[N+:15]([O-:17])=[O:16])[O:6][C@H:5]([CH2:7][OH:8])[C@@H:3]([OH:4])[CH2:2]1, predict the reactants needed to synthesize it. The reactants are: [C@@H:1]1([N:9]2[CH:13]=[C:12](I)[CH:11]=[C:10]2[N+:15]([O-:17])=[O:16])[O:6][C@H:5]([CH2:7][OH:8])[C@@H:3]([OH:4])[CH2:2]1.[CH2:18]([Sn](CCCC)(CCCC)C#CC)[CH2:19][CH2:20]C. (3) Given the product [CH:18]1([NH:17][C:13]2[N:12]=[C:11]([C:10]3[C:9]([C:23]4[CH:24]=[CH:25][C:26]([F:29])=[CH:27][CH:28]=4)=[N:8][N:5]4[C:6]([Cl:36])=[CH:7][C:2]([Cl:1])=[CH:3][C:4]=34)[CH:16]=[CH:15][N:14]=2)[CH2:19][CH2:20][CH2:21][CH2:22]1, predict the reactants needed to synthesize it. The reactants are: [Cl:1][C:2]1[CH:7]=[CH:6][N:5]2[N:8]=[C:9]([C:23]3[CH:28]=[CH:27][C:26]([F:29])=[CH:25][CH:24]=3)[C:10]([C:11]3[CH:16]=[CH:15][N:14]=[C:13]([NH:17][CH:18]4[CH2:22][CH2:21][CH2:20][CH2:19]4)[N:12]=3)=[C:4]2[CH:3]=1.C([Li])CCC.C(Cl)(Cl)(Cl)[Cl:36]. (4) Given the product [C:1]([O:5][C:6](=[O:19])[NH:7][CH2:8][CH2:9][N:10]1[CH2:11][CH:12]2[O:18][CH:16]([CH2:15][N:14]([CH2:35][CH2:34][CH2:33][NH:32][C:31]3[CH:46]=[CH:47][C:28]([C:26]#[N:27])=[CH:29][CH:30]=3)[CH2:13]2)[CH2:17]1)([CH3:4])([CH3:2])[CH3:3], predict the reactants needed to synthesize it. The reactants are: [C:1]([O:5][C:6](=[O:19])[NH:7][CH2:8][CH2:9][N:10]1[CH2:17][CH:16]2[O:18][CH:12]([CH2:13][NH:14][CH2:15]2)[CH2:11]1)([CH3:4])([CH3:3])[CH3:2].C(=O)([O-])[O-].[K+].[K+].[C:26]([C:28]1[CH:47]=[CH:46][C:31]([NH:32][CH2:33][CH2:34][CH2:35]OS(C2C=CC=CC=2)(=O)=O)=[CH:30][CH:29]=1)#[N:27].N.[Mn]([O-])(=O)(=O)=O.[K+].